This data is from Full USPTO retrosynthesis dataset with 1.9M reactions from patents (1976-2016). The task is: Predict the reactants needed to synthesize the given product. (1) The reactants are: ClC1C=CC([C@@H]2[C@@H]([C@@H](OC3C=CC(Cl)=C(Cl)C=3)C)CCN([C:25]([CH:27]3[CH2:32][CH2:31][N:30]([C:33]4[CH:38]=[CH:37][C:36]([C:39]#[N:40])=[CH:35][N:34]=4)[CH2:29][CH2:28]3)=[O:26])C2)=CC=1.[NH:41]1[CH2:46][CH2:45][CH2:44][CH2:43][CH2:42]1.C(N1CC[C@H]([C@H]([OH:62])C)[C@@H]([C:63]2[CH:68]=[CH:67][C:66]([Cl:69])=[CH:65][CH:64]=2)C1)C1C=CC=CC=1.[F:70][C:71]1[CH:72]=[CH:73][C:74]([OH:77])=[N:75][CH:76]=1.Cl[CH:79](OC(Cl)=O)[CH3:80].CCN(C(C)C)C(C)C. Given the product [C:39]([C:36]1[CH:37]=[CH:38][C:33]([N:30]2[CH2:31][CH2:32][CH:27]([C:25]([OH:26])=[O:62])[CH2:28][CH2:29]2)=[N:34][CH:35]=1)#[N:40].[Cl:69][C:66]1[CH:65]=[CH:64][C:63]([C@@H:43]2[C@@H:44]([C@@H:79]([O:77][C:74]3[CH:73]=[CH:72][C:71]([F:70])=[CH:76][N:75]=3)[CH3:80])[CH2:45][CH2:46][N:41]([C:25]([CH:27]3[CH2:28][CH2:29][N:30]([C:33]4[CH:38]=[CH:37][C:36]([C:39]#[N:40])=[CH:35][N:34]=4)[CH2:31][CH2:32]3)=[O:26])[CH2:42]2)=[CH:68][CH:67]=1, predict the reactants needed to synthesize it. (2) Given the product [CH3:1][C:2]1([CH3:14])[O:11][C:10]2[C:5](=[N:6][C:7]([CH2:12][NH:15][C:16]3[CH:21]=[CH:20][CH:19]=[CH:18][CH:17]=3)=[CH:8][CH:9]=2)[CH:4]=[CH:3]1, predict the reactants needed to synthesize it. The reactants are: [CH3:1][C:2]1([CH3:14])[O:11][C:10]2[C:5](=[N:6][C:7]([CH:12]=O)=[CH:8][CH:9]=2)[CH:4]=[CH:3]1.[NH2:15][C:16]1[CH:21]=[CH:20][CH:19]=[CH:18][CH:17]=1.[BH3-]C#N.[Na+]. (3) Given the product [C:17]1([S:23]([CH2:26][CH2:27][O:10][C:9](=[O:11])[CH2:8][O:7][C:2]2[CH:3]=[CH:4][CH:5]=[CH:6][C:1]=2[O:12][CH2:13][C:14]([O:16][CH2:41][CH2:42][S:36]([C:33]2[CH:34]=[CH:35][CH:30]=[CH:31][CH:32]=2)(=[O:38])=[O:39])=[O:15])(=[O:25])=[O:24])[CH:22]=[CH:21][CH:20]=[CH:19][CH:18]=1, predict the reactants needed to synthesize it. The reactants are: [C:1]1([O:12][CH2:13][C:14]([OH:16])=[O:15])[CH:6]=[CH:5][CH:4]=[CH:3][C:2]=1[O:7][CH2:8][C:9]([OH:11])=[O:10].[C:17]1([S:23]([CH2:26][CH2:27]O)(=[O:25])=[O:24])[CH:22]=[CH:21][CH:20]=[CH:19][CH:18]=1.C[C:30]1[CH:31]=[CH:32][C:33]([S:36]([OH:39])(=[O:38])=O)=[CH:34][CH:35]=1.O.[CH:41]1C=CC=C[CH:42]=1. (4) Given the product [CH3:19][O:18][C:15]1[CH:16]=[CH:17][C:12]([NH:11][C:9]2[N:10]=[C:3]3[C:2]([N:24]4[CH2:25][CH2:26][N:21]([CH3:20])[CH2:22][CH2:23]4)=[CH:7][CH:6]=[CH:5][N:4]3[N:8]=2)=[CH:13][CH:14]=1, predict the reactants needed to synthesize it. The reactants are: Br[C:2]1[C:3]2[N:4]([N:8]=[C:9]([NH:11][C:12]3[CH:17]=[CH:16][C:15]([O:18][CH3:19])=[CH:14][CH:13]=3)[N:10]=2)[CH:5]=[CH:6][CH:7]=1.[CH3:20][N:21]1[CH2:26][CH2:25][NH:24][CH2:23][CH2:22]1.C1(P(C2CCCCC2)C2C=CC=CC=2C2C(C(C)C)=CC(C(C)C)=CC=2C(C)C)CCCCC1.P([O-])([O-])([O-])=O.[K+].[K+].[K+]. (5) Given the product [Cl:1][C:2]1[CH:10]=[CH:9][C:8]2[N:7]([CH2:18][CH2:17][C:19]3[CH:24]=[CH:23][N:22]=[CH:21][CH:20]=3)[C:6]3[CH2:11][CH2:12][N:13]([CH3:16])[CH2:14][CH2:15][C:5]=3[C:4]=2[CH:3]=1, predict the reactants needed to synthesize it. The reactants are: [Cl:1][C:2]1[CH:10]=[CH:9][C:8]2[NH:7][C:6]3[CH2:11][CH2:12][N:13]([CH3:16])[CH2:14][CH2:15][C:5]=3[C:4]=2[CH:3]=1.[CH:17]([C:19]1[CH:24]=[CH:23][N:22]=[CH:21][CH:20]=1)=[CH2:18].[OH-].[Na+]. (6) Given the product [Cl:1][C:2]1[CH:3]=[C:4]([CH:28]=[CH:29][CH:30]=1)[CH2:5][N:6]([CH3:32])[C:7]([C:9]1[CH:14]=[CH:13][C:12]([C:15]2[CH:20]=[C:19]([C:21]3[O:22][C:23]([CH3:26])=[N:24][N:25]=3)[CH:18]=[CH:17][C:16]=2[CH3:27])=[CH:11][CH:10]=1)=[O:8], predict the reactants needed to synthesize it. The reactants are: [Cl:1][C:2]1[CH:3]=[C:4]([CH:28]=[CH:29][CH:30]=1)[CH2:5][NH:6][C:7]([C:9]1[CH:14]=[CH:13][C:12]([C:15]2[CH:20]=[C:19]([C:21]3[O:22][C:23]([CH3:26])=[N:24][N:25]=3)[CH:18]=[CH:17][C:16]=2[CH3:27])=[CH:11][CH:10]=1)=[O:8].I[CH3:32]. (7) Given the product [Br:1][C:2]1[CH:3]=[C:4]2[C:9](=[CH:10][CH:11]=1)[N:8]=[CH:7][C:6]([NH2:12])=[C:5]2[NH:15][C:16]1[CH:17]=[N:18][C:19]([O:22][CH3:23])=[CH:20][CH:21]=1, predict the reactants needed to synthesize it. The reactants are: [Br:1][C:2]1[CH:3]=[C:4]2[C:9](=[CH:10][CH:11]=1)[N:8]=[CH:7][C:6]([N+:12]([O-])=O)=[C:5]2[NH:15][C:16]1[CH:17]=[N:18][C:19]([O:22][CH3:23])=[CH:20][CH:21]=1.[H][H].